This data is from Full USPTO retrosynthesis dataset with 1.9M reactions from patents (1976-2016). The task is: Predict the reactants needed to synthesize the given product. (1) The reactants are: Br[C:2]1[S:6][C:5]([C:7]2[CH:8]=[CH:9][C:10]([O:15][CH:16]([CH3:18])[CH3:17])=[C:11]([CH:14]=2)[C:12]#[N:13])=[N:4][N:3]=1.O.[NH2:20][NH2:21].C(Cl)Cl. Given the product [NH:20]([C:2]1[S:6][C:5]([C:7]2[CH:8]=[CH:9][C:10]([O:15][CH:16]([CH3:18])[CH3:17])=[C:11]([CH:14]=2)[C:12]#[N:13])=[N:4][N:3]=1)[NH2:21], predict the reactants needed to synthesize it. (2) Given the product [CH3:23][C:21]([CH3:24])([O:20][C:18]([NH:17][CH2:16][CH2:15][CH2:14][CH2:13][C@@H:12]([C:25]([N:27]1[CH2:32][CH2:31][N:30]([C:33]2[CH:38]=[CH:37][N:36]=[CH:35][CH:34]=2)[CH2:29][CH2:28]1)=[O:26])[NH2:11])=[O:19])[CH3:22], predict the reactants needed to synthesize it. The reactants are: C1(COC([NH:11][C@H:12]([C:25]([N:27]2[CH2:32][CH2:31][N:30]([C:33]3[CH:38]=[CH:37][N:36]=[CH:35][CH:34]=3)[CH2:29][CH2:28]2)=[O:26])[CH2:13][CH2:14][CH2:15][CH2:16][NH:17][C:18]([O:20][C:21]([CH3:24])([CH3:23])[CH3:22])=[O:19])=O)C=CC=CC=1.[H][H].[K+].[Br-].N. (3) Given the product [O:1]1[C:5]2[CH:6]=[CH:7][C:8]([C:10]([C:12]3[CH:17]=[CH:16][CH:15]=[C:14]([O:18][CH3:19])[CH:13]=3)=[O:11])=[CH:9][C:4]=2[O:3][CH2:2]1, predict the reactants needed to synthesize it. The reactants are: [O:1]1[C:5]2[CH:6]=[CH:7][C:8]([CH:10]([C:12]3[CH:17]=[CH:16][CH:15]=[C:14]([O:18][CH3:19])[CH:13]=3)[OH:11])=[CH:9][C:4]=2[O:3][CH2:2]1. (4) Given the product [C:1]([O:5][C:6]([N:8]1[CH2:13][CH2:12][CH2:11][CH2:10][CH:9]1[CH2:14][CH2:15][CH:16]=[O:17])=[O:7])([CH3:4])([CH3:3])[CH3:2], predict the reactants needed to synthesize it. The reactants are: [C:1]([O:5][C:6]([N:8]1[CH2:13][CH2:12][CH2:11][CH2:10][CH:9]1[CH2:14][CH2:15][CH2:16][OH:17])=[O:7])([CH3:4])([CH3:3])[CH3:2].C[N+]1([O-])CCOCC1.